This data is from Full USPTO retrosynthesis dataset with 1.9M reactions from patents (1976-2016). The task is: Predict the reactants needed to synthesize the given product. Given the product [CH2:34]([O:14][C:13]1[C:4]([O:3][CH2:1][CH3:2])=[CH:5][CH:6]=[C:7]2[C:12]=1[CH:11]=[N:10][CH:9]=[C:8]2[CH2:15][C:16]1[CH:17]=[C:18]([O:26][CH3:27])[C:19]([O:24][CH3:25])=[C:20]([O:22][CH3:23])[CH:21]=1)[C:35]1[CH:40]=[CH:39][CH:38]=[CH:37][CH:36]=1, predict the reactants needed to synthesize it. The reactants are: [CH2:1]([O:3][C:4]1[C:13]([OH:14])=[C:12]2[C:7]([C:8]([CH2:15][C:16]3[CH:21]=[C:20]([O:22][CH3:23])[C:19]([O:24][CH3:25])=[C:18]([O:26][CH3:27])[CH:17]=3)=[CH:9][N:10]=[CH:11]2)=[CH:6][CH:5]=1)[CH3:2].C([O-])([O-])=O.[Cs+].[Cs+].[CH2:34](Br)[C:35]1[CH:40]=[CH:39][CH:38]=[CH:37][CH:36]=1.